Dataset: NCI-60 drug combinations with 297,098 pairs across 59 cell lines. Task: Regression. Given two drug SMILES strings and cell line genomic features, predict the synergy score measuring deviation from expected non-interaction effect. (1) Drug 1: CC12CCC3C(C1CCC2O)C(CC4=C3C=CC(=C4)O)CCCCCCCCCS(=O)CCCC(C(F)(F)F)(F)F. Drug 2: C1=NC2=C(N1)C(=S)N=CN2. Cell line: IGROV1. Synergy scores: CSS=15.6, Synergy_ZIP=-4.93, Synergy_Bliss=-0.886, Synergy_Loewe=-11.7, Synergy_HSA=-0.124. (2) Drug 1: CC(CN1CC(=O)NC(=O)C1)N2CC(=O)NC(=O)C2. Drug 2: C1CN(CCN1C(=O)CCBr)C(=O)CCBr. Cell line: DU-145. Synergy scores: CSS=16.7, Synergy_ZIP=-9.49, Synergy_Bliss=2.43, Synergy_Loewe=-1.81, Synergy_HSA=4.93.